The task is: Predict the product of the given reaction.. This data is from Forward reaction prediction with 1.9M reactions from USPTO patents (1976-2016). (1) The product is: [CH2:1]([O:8][C:9]1[CH:10]=[C:11]([C:12]2[N:15]=[C:30]([CH3:31])[O:14][N:13]=2)[CH:16]=[C:17]([N+:27]([O-:29])=[O:28])[C:18]=1[O:19][CH2:20][C:21]1[CH:26]=[CH:25][CH:24]=[CH:23][CH:22]=1)[C:2]1[CH:7]=[CH:6][CH:5]=[CH:4][CH:3]=1. Given the reactants [CH2:1]([O:8][C:9]1[CH:10]=[C:11]([CH:16]=[C:17]([N+:27]([O-:29])=[O:28])[C:18]=1[O:19][CH2:20][C:21]1[CH:26]=[CH:25][CH:24]=[CH:23][CH:22]=1)[C:12]([NH2:15])=[N:13][OH:14])[C:2]1[CH:7]=[CH:6][CH:5]=[CH:4][CH:3]=1.[C:30](O)(=O)[CH3:31], predict the reaction product. (2) Given the reactants [C:1]([C:4]1[N:12]=[C:11]2[C:7]([NH:8][C:9](=[O:39])[N:10]2[C:13]2[CH:18]=[C:17]([O:19][CH2:20][C:21]3[C:26]([O:27][CH3:28])=[CH:25][CH:24]=[C:23]([F:29])[C:22]=3[F:30])[C:16]([O:31][CH2:32][C:33]([O:35][CH2:36][CH3:37])=[O:34])=[CH:15][C:14]=2[Cl:38])=[C:6]([O:40][CH3:41])[N:5]=1)(=[O:3])[CH3:2].O.[C:43]1(C)C=CC(S(O)(=O)=O)=CC=1.[CH:54](OC)(OC)[O:55]C, predict the reaction product. The product is: [Cl:38][C:14]1[CH:15]=[C:16]([O:31][CH2:32][C:33]([O:35][CH2:36][CH3:37])=[O:34])[C:17]([O:19][CH2:20][C:21]2[C:26]([O:27][CH3:28])=[CH:25][CH:24]=[C:23]([F:29])[C:22]=2[F:30])=[CH:18][C:13]=1[N:10]1[C:9](=[O:39])[NH:8][C:7]2[C:11]1=[N:12][C:4]([C:1]([O:55][CH3:54])([O:3][CH3:43])[CH3:2])=[N:5][C:6]=2[O:40][CH3:41]. (3) Given the reactants [NH:1]1[CH2:6][CH2:5][CH2:4][CH2:3][CH2:2]1.BrCC(OC)=O.[C:13]([O:16][CH2:17][CH3:18])(=[O:15])[CH3:14], predict the reaction product. The product is: [CH2:17]([O:16][C:13](=[O:15])[CH2:14][N:1]1[CH2:6][CH2:5][CH2:4][CH2:3][CH2:2]1)[CH3:18]. (4) Given the reactants [Br:1][C:2]1[CH:3]=[N:4][NH:5][CH:6]=1.C1N2CCN(CC2)C1.[CH3:15][N:16]([CH3:21])[S:17](Cl)(=[O:19])=[O:18], predict the reaction product. The product is: [CH3:15][N:16]([CH3:21])[S:17]([N:4]1[CH:3]=[C:2]([Br:1])[CH:6]=[N:5]1)(=[O:19])=[O:18]. (5) Given the reactants Cl.[CH2:2]1[C:7]2([CH2:12][CH2:11][N:10]([C:13]([O:15][C:16]([CH3:19])([CH3:18])[CH3:17])=[O:14])[CH2:9][CH2:8]2)[CH2:6][NH:5][CH2:4][CH2:3]1.ClCCl.C(N(CC)CC)C.Cl[C:31]([O:33][CH2:34][C:35]1[CH:40]=[CH:39][CH:38]=[CH:37][CH:36]=1)=[O:32], predict the reaction product. The product is: [CH2:2]1[C:7]2([CH2:8][CH2:9][N:10]([C:13]([O:15][C:16]([CH3:19])([CH3:18])[CH3:17])=[O:14])[CH2:11][CH2:12]2)[CH2:6][N:5]([C:31]([O:33][CH2:34][C:35]2[CH:40]=[CH:39][CH:38]=[CH:37][CH:36]=2)=[O:32])[CH2:4][CH2:3]1. (6) Given the reactants FC(F)(F)C(O)=O.[O:8]1[CH2:13][CH2:12][N:11]([CH2:14][CH2:15][CH2:16][NH:17][C:18]([CH:20]2[CH2:25][CH2:24][N:23](C(OC(C)(C)C)=O)[CH2:22][CH2:21]2)=[O:19])[CH2:10][CH2:9]1, predict the reaction product. The product is: [O:8]1[CH2:9][CH2:10][N:11]([CH2:14][CH2:15][CH2:16][NH:17][C:18]([CH:20]2[CH2:21][CH2:22][NH:23][CH2:24][CH2:25]2)=[O:19])[CH2:12][CH2:13]1. (7) Given the reactants [Cl:1][C:2]1[CH:7]=[CH:6][C:5]([C@H:8]([NH:11][S@@](C(C)(C)C)=O)[CH2:9][CH3:10])=[C:4]([F:18])[C:3]=1[O:19][C:20]1[N:21]=[N:22][CH:23]=[CH:24][CH:25]=1.Cl, predict the reaction product. The product is: [ClH:1].[Cl:1][C:2]1[CH:7]=[CH:6][C:5]([C@H:8]([NH2:11])[CH2:9][CH3:10])=[C:4]([F:18])[C:3]=1[O:19][C:20]1[N:21]=[N:22][CH:23]=[CH:24][CH:25]=1.